This data is from Forward reaction prediction with 1.9M reactions from USPTO patents (1976-2016). The task is: Predict the product of the given reaction. (1) Given the reactants [NH2:1][C:2]1[CH:7]=[C:6]([I:8])[CH:5]=[CH:4][N:3]=1.O.N1C2C(=CC=C3C=2N=CC=C3)C=CC=1.[C:24](#[N:31])[C:25]1[CH:30]=[CH:29][CH:28]=[CH:27][CH:26]=1, predict the reaction product. The product is: [I:8][C:6]1[CH:5]=[CH:4][N:3]2[N:31]=[C:24]([C:25]3[CH:30]=[CH:29][CH:28]=[CH:27][CH:26]=3)[N:1]=[C:2]2[CH:7]=1. (2) Given the reactants [OH:1][C:2]1[CH:38]=[CH:37][C:5]([C:6]([CH2:8][CH2:9][CH2:10][NH:11][C:12]2[CH:17]=[C:16]([O:18][CH3:19])[CH:15]=[CH:14][C:13]=2[CH:20]2[CH2:29][CH2:28][C:27]3[CH:26]=[C:25]([O:30]C(=O)C(C)(C)C)[CH:24]=[CH:23][C:22]=3[CH2:21]2)=O)=[CH:4][CH:3]=1.[N:39]1([C:43](=O)[CH2:44]Cl)[CH2:42][CH2:41][CH2:40]1, predict the reaction product. The product is: [N:39]1([CH2:43][CH2:44][O:1][C:2]2[CH:38]=[CH:37][C:5]([CH2:6][CH2:8][CH2:9][CH2:10][NH:11][C:12]3[CH:17]=[C:16]([O:18][CH3:19])[CH:15]=[CH:14][C:13]=3[CH:20]3[CH2:29][CH2:28][C:27]4[CH:26]=[C:25]([OH:30])[CH:24]=[CH:23][C:22]=4[CH2:21]3)=[CH:4][CH:3]=2)[CH2:42][CH2:41][CH2:40]1.